From a dataset of Forward reaction prediction with 1.9M reactions from USPTO patents (1976-2016). Predict the product of the given reaction. (1) Given the reactants [C:1]([O:4][C:5](=[O:7])[CH3:6])(=O)[CH3:2].OCC1[CH:17]=[CH:16][CH:15]=[C:14]([N+:18]([O-:20])=[O:19])[C:11]=1[C:12]#[N:13].N1C=CC=CC=1, predict the reaction product. The product is: [C:5]([O:4][CH2:1][C:2]1[CH:17]=[CH:16][CH:15]=[C:14]([N+:18]([O-:20])=[O:19])[C:11]=1[C:12]#[N:13])(=[O:7])[CH3:6]. (2) Given the reactants FC1C(F)=CC(C2C=CC(OCC3C=CC4ON=C(N(CC(O)=O)CCOC)C=4C=3)=CC=2)=C(OC)C=1.C([O:39][C:40](=[O:75])[CH2:41][N:42]([C:48]1[C:52]2[CH:53]=[C:54]([CH2:57][O:58][C:59]3[CH:64]=[CH:63][C:62]([C:65]4[CH:70]=[C:69]([F:71])[C:68]([F:72])=[CH:67][C:66]=4[O:73][CH3:74])=[CH:61][CH:60]=3)[CH:55]=[CH:56][C:51]=2[O:50][N:49]=1)[CH2:43][CH2:44][CH2:45][O:46][CH3:47])C, predict the reaction product. The product is: [F:72][C:68]1[C:69]([F:71])=[CH:70][C:65]([C:62]2[CH:63]=[CH:64][C:59]([O:58][CH2:57][C:54]3[CH:55]=[CH:56][C:51]4[O:50][N:49]=[C:48]([N:42]([CH2:41][C:40]([OH:75])=[O:39])[CH2:43][CH2:44][CH2:45][O:46][CH3:47])[C:52]=4[CH:53]=3)=[CH:60][CH:61]=2)=[C:66]([O:73][CH3:74])[CH:67]=1. (3) Given the reactants [O:1]=[C:2]1[C:10](=[C:11]2[C:19]3[C:14](=[CH:15][CH:16]=[CH:17][CH:18]=3)[CH:13]([CH2:20]C(O)=O)[O:12]2)[C:9]2[C:4](=[CH:5][CH:6]=[CH:7][CH:8]=2)[NH:3]1.[Li]CCCC.[C:29](Cl)(=[O:33])C(Cl)=O.[N-:35]=[N+]=[N-].[Na+], predict the reaction product. The product is: [N:35]([CH2:20][CH:13]1[C:14]2[C:19](=[CH:18][CH:17]=[CH:16][CH:15]=2)[C:11](=[C:10]2[C:9]3[C:4](=[CH:5][CH:6]=[CH:7][CH:8]=3)[NH:3][C:2]2=[O:1])[O:12]1)=[C:29]=[O:33]. (4) Given the reactants [Cl:1][C:2]1[CH:7]=[CH:6][CH:5]=[CH:4][C:3]=1[N:8]=[C:9]=[O:10].Cl[C:12]1[CH:17]=[CH:16][CH:15]=[C:14]([CH3:18])[C:13]=1N=C=O.C1C=C2C(CO[C:37]([NH:39][C@H:40]([C:47]([OH:49])=[O:48])[CH2:41][C:42]3[S:46][CH:45]=[CH:44][CH:43]=3)=[O:38])C3C(C2=CC=1)=CC=CC=3.C1CC[CH:53]([C@H:56]([NH:60]C(OCC2C3C(=CC=CC=3)C3C2=CC=CC=3)=O)[C:57](O)=O)CC1, predict the reaction product. The product is: [Cl:1][C:2]1[CH:7]=[CH:6][CH:5]=[CH:4][C:3]=1[NH:8][C:9]([NH:60][C:56]1[C:53]([C:37]([NH:39][C@H:40]([C:47]([OH:49])=[O:48])[CH2:41][C:42]2[S:46][CH:45]=[CH:44][CH:43]=2)=[O:38])=[CH:18][C:14]2[C:13]([CH:57]=1)=[CH:12][CH:17]=[CH:16][CH:15]=2)=[O:10].